Regression. Given two drug SMILES strings and cell line genomic features, predict the synergy score measuring deviation from expected non-interaction effect. From a dataset of NCI-60 drug combinations with 297,098 pairs across 59 cell lines. (1) Drug 1: COC1=CC(=CC(=C1O)OC)C2C3C(COC3=O)C(C4=CC5=C(C=C24)OCO5)OC6C(C(C7C(O6)COC(O7)C8=CC=CS8)O)O. Drug 2: CC12CCC3C(C1CCC2OP(=O)(O)O)CCC4=C3C=CC(=C4)OC(=O)N(CCCl)CCCl.[Na+]. Cell line: HT29. Synergy scores: CSS=38.4, Synergy_ZIP=-4.66, Synergy_Bliss=1.99, Synergy_Loewe=-48.4, Synergy_HSA=3.00. (2) Drug 1: CC1=C2C(C(=O)C3(C(CC4C(C3C(C(C2(C)C)(CC1OC(=O)C(C(C5=CC=CC=C5)NC(=O)OC(C)(C)C)O)O)OC(=O)C6=CC=CC=C6)(CO4)OC(=O)C)OC)C)OC. Drug 2: C1=C(C(=O)NC(=O)N1)F. Cell line: MALME-3M. Synergy scores: CSS=39.7, Synergy_ZIP=-4.67, Synergy_Bliss=-5.30, Synergy_Loewe=2.07, Synergy_HSA=3.07. (3) Cell line: OVCAR-8. Drug 2: C1C(C(OC1N2C=NC(=NC2=O)N)CO)O. Synergy scores: CSS=14.1, Synergy_ZIP=-1.19, Synergy_Bliss=1.52, Synergy_Loewe=-0.664, Synergy_HSA=1.33. Drug 1: CCC1(CC2CC(C3=C(CCN(C2)C1)C4=CC=CC=C4N3)(C5=C(C=C6C(=C5)C78CCN9C7C(C=CC9)(C(C(C8N6C)(C(=O)OC)O)OC(=O)C)CC)OC)C(=O)OC)O.OS(=O)(=O)O. (4) Drug 1: CC1=C(C(CCC1)(C)C)C=CC(=CC=CC(=CC(=O)O)C)C. Drug 2: COCCOC1=C(C=C2C(=C1)C(=NC=N2)NC3=CC=CC(=C3)C#C)OCCOC.Cl. Cell line: HCC-2998. Synergy scores: CSS=-3.14, Synergy_ZIP=1.67, Synergy_Bliss=-4.51, Synergy_Loewe=-4.17, Synergy_HSA=-10.7. (5) Drug 1: C1=C(C(=O)NC(=O)N1)F. Drug 2: CC(C)(C#N)C1=CC=C(C=C1)N2C3=C4C=C(C=CC4=NC=C3N(C2=O)C)C5=CC6=CC=CC=C6N=C5. Cell line: SK-OV-3. Synergy scores: CSS=56.3, Synergy_ZIP=4.78, Synergy_Bliss=5.33, Synergy_Loewe=3.00, Synergy_HSA=8.92. (6) Drug 1: C1=CC(=CC=C1CC(C(=O)O)N)N(CCCl)CCCl.Cl. Drug 2: COCCOC1=C(C=C2C(=C1)C(=NC=N2)NC3=CC=CC(=C3)C#C)OCCOC.Cl. Cell line: SNB-19. Synergy scores: CSS=5.34, Synergy_ZIP=-3.80, Synergy_Bliss=1.46, Synergy_Loewe=-1.55, Synergy_HSA=-1.47. (7) Drug 1: C1=NC(=NC(=O)N1C2C(C(C(O2)CO)O)O)N. Drug 2: CCN(CC)CCNC(=O)C1=C(NC(=C1C)C=C2C3=C(C=CC(=C3)F)NC2=O)C. Cell line: K-562. Synergy scores: CSS=30.7, Synergy_ZIP=-0.400, Synergy_Bliss=1.13, Synergy_Loewe=-17.4, Synergy_HSA=-3.93. (8) Drug 1: CC12CCC3C(C1CCC2=O)CC(=C)C4=CC(=O)C=CC34C. Drug 2: CC12CCC3C(C1CCC2OP(=O)(O)O)CCC4=C3C=CC(=C4)OC(=O)N(CCCl)CCCl.[Na+]. Cell line: CCRF-CEM. Synergy scores: CSS=-3.09, Synergy_ZIP=-15.7, Synergy_Bliss=-34.7, Synergy_Loewe=-46.1, Synergy_HSA=-36.3. (9) Drug 1: C1CN1C2=NC(=NC(=N2)N3CC3)N4CC4. Drug 2: CC1OCC2C(O1)C(C(C(O2)OC3C4COC(=O)C4C(C5=CC6=C(C=C35)OCO6)C7=CC(=C(C(=C7)OC)O)OC)O)O. Cell line: UO-31. Synergy scores: CSS=18.8, Synergy_ZIP=-9.51, Synergy_Bliss=-8.49, Synergy_Loewe=-7.15, Synergy_HSA=-5.83. (10) Drug 1: C(CC(=O)O)C(=O)CN.Cl. Drug 2: CC(C)CN1C=NC2=C1C3=CC=CC=C3N=C2N. Cell line: SK-MEL-2. Synergy scores: CSS=44.6, Synergy_ZIP=-0.792, Synergy_Bliss=-2.20, Synergy_Loewe=-4.40, Synergy_HSA=-4.82.